Dataset: NCI-60 drug combinations with 297,098 pairs across 59 cell lines. Task: Regression. Given two drug SMILES strings and cell line genomic features, predict the synergy score measuring deviation from expected non-interaction effect. Drug 1: C1=CC(=CC=C1CCC2=CNC3=C2C(=O)NC(=N3)N)C(=O)NC(CCC(=O)O)C(=O)O. Drug 2: C1=NC2=C(N1)C(=S)N=CN2. Cell line: 786-0. Synergy scores: CSS=20.2, Synergy_ZIP=-18.6, Synergy_Bliss=-24.2, Synergy_Loewe=-25.2, Synergy_HSA=-23.4.